From a dataset of Full USPTO retrosynthesis dataset with 1.9M reactions from patents (1976-2016). Predict the reactants needed to synthesize the given product. Given the product [Cl:34][C:30]1[CH:29]=[C:28]([N:27]2[C:23]([CH2:22][NH:21][C:19]([NH:18][C:14]3[C:15]([CH3:17])=[N:16][C:11]([CH2:10][CH2:9][OH:8])=[CH:12][CH:13]=3)=[O:20])=[CH:24][C:25]([C:35]([F:38])([F:36])[F:37])=[N:26]2)[CH:33]=[CH:32][CH:31]=1, predict the reactants needed to synthesize it. The reactants are: [Si]([O:8][CH2:9][CH2:10][C:11]1[N:16]=[C:15]([CH3:17])[C:14]([NH:18][C:19]([NH:21][CH2:22][C:23]2[N:27]([C:28]3[CH:33]=[CH:32][CH:31]=[C:30]([Cl:34])[CH:29]=3)[N:26]=[C:25]([C:35]([F:38])([F:37])[F:36])[CH:24]=2)=[O:20])=[CH:13][CH:12]=1)(C(C)(C)C)(C)C.Cl.